From a dataset of Forward reaction prediction with 1.9M reactions from USPTO patents (1976-2016). Predict the product of the given reaction. (1) The product is: [OH:19][CH:21]([CH2:22][CH2:23][CH2:24][CH2:25][CH2:26][CH2:27][CH2:28][CH3:29])[CH2:20][O:11][C:8]1[CH:9]=[CH:10][C:5]([N+:2]([O-:4])=[O:3])=[CH:6][CH:7]=1. Given the reactants [Na].[N+:2]([C:5]1[CH:10]=[CH:9][C:8]([OH:11])=[CH:7][CH:6]=1)([O-:4])=[O:3].C1(C)C=CC=CC=1.[O:19]1[CH:21]([CH2:22][CH2:23][CH2:24][CH2:25][CH2:26][CH2:27][CH2:28][CH3:29])[CH2:20]1, predict the reaction product. (2) Given the reactants [C:1]([N:8]1[CH2:13][CH2:12][CH2:11][C@H:10]([OH:14])[CH2:9]1)([O:3][C:4]([CH3:7])([CH3:6])[CH3:5])=[O:2].CCN(CC)CC.[CH3:22][S:23](Cl)(=[O:25])=[O:24], predict the reaction product. The product is: [C:4]([O:3][C:1]([N:8]1[CH2:13][CH2:12][CH2:11][C@H:10]([O:14][S:23]([CH3:22])(=[O:25])=[O:24])[CH2:9]1)=[O:2])([CH3:7])([CH3:6])[CH3:5]. (3) Given the reactants [CH:1]1([CH2:4][NH:5][C:6](=[O:17])[NH:7][C:8]2[CH:16]=[CH:15][C:11]([C:12]([OH:14])=O)=[CH:10][CH:9]=2)[CH2:3][CH2:2]1.[F:18][C:19]([F:42])([F:41])[C:20]([C:26]1[CH:31]=[CH:30][C:29]([CH2:32][N:33]2[CH2:38][CH2:37][NH:36][CH2:35][C@@H:34]2[CH2:39][OH:40])=[CH:28][CH:27]=1)([OH:25])[C:21]([F:24])([F:23])[F:22].C(N(CC)CC)C.CCCP1(OP(CCC)(=O)OP(CCC)(=O)O1)=O, predict the reaction product. The product is: [CH:1]1([CH2:4][NH:5][C:6]([NH:7][C:8]2[CH:9]=[CH:10][C:11]([C:12]([N:36]3[CH2:37][CH2:38][N:33]([CH2:32][C:29]4[CH:30]=[CH:31][C:26]([C:20]([OH:25])([C:19]([F:18])([F:41])[F:42])[C:21]([F:24])([F:22])[F:23])=[CH:27][CH:28]=4)[C@@H:34]([CH2:39][OH:40])[CH2:35]3)=[O:14])=[CH:15][CH:16]=2)=[O:17])[CH2:2][CH2:3]1.